Dataset: Catalyst prediction with 721,799 reactions and 888 catalyst types from USPTO. Task: Predict which catalyst facilitates the given reaction. (1) Reactant: ClC([O:4][C:5](Cl)(Cl)Cl)=O.[CH4:9].[F:10][C:11]([F:21])([F:20])[S:12][C:13]1[CH:19]=[CH:18][C:16]([NH2:17])=[CH:15][CH:14]=1.Cl.C([O:25]C(=O)CN(C)C)C.[CH2:32]([N:34]([CH2:37]C)CC)[CH3:33]. Product: [CH3:9][C:32]1([CH3:33])[NH:34][C:37](=[O:25])[N:17]([C:16]2[CH:18]=[CH:19][C:13]([S:12][C:11]([F:20])([F:10])[F:21])=[CH:14][CH:15]=2)[C:5]1=[O:4]. The catalyst class is: 11. (2) Reactant: C([O:8][C:9]1[C:10](=[O:26])[N:11]([CH2:15][S:16]([C:19]2[CH:24]=[CH:23][C:22]([CH3:25])=[CH:21][CH:20]=2)(=[O:18])=[O:17])[CH:12]=[CH:13][CH:14]=1)C1C=CC=CC=1. Product: [OH:8][C:9]1[C:10](=[O:26])[N:11]([CH2:15][S:16]([C:19]2[CH:20]=[CH:21][C:22]([CH3:25])=[CH:23][CH:24]=2)(=[O:18])=[O:17])[CH:12]=[CH:13][CH:14]=1. The catalyst class is: 501. (3) Reactant: C([O:3][C:4](=O)[NH:5][CH2:6][CH2:7][C:8]1[CH:13]=[CH:12][C:11]([Cl:14])=[C:10]([Cl:15])[CH:9]=1)C.O=P12OP3(OP(OP(O3)(O1)=O)(=O)O2)=O. Product: [Cl:15][C:10]1[CH:9]=[C:8]2[C:13](=[CH:12][C:11]=1[Cl:14])[C:4](=[O:3])[NH:5][CH2:6][CH2:7]2. The catalyst class is: 265. (4) The catalyst class is: 7. Reactant: Cl.[NH2:2][OH:3].C([O-])(O)=O.[Na+].[CH3:9][O:10][C:11]1[CH:12]=[C:13]([NH:17][S:18]([C:21]2[CH:22]=[C:23]([CH:27]=[CH:28][C:29](Cl)=[O:30])[CH:24]=[CH:25][CH:26]=2)(=[O:20])=[O:19])[CH:14]=[CH:15][CH:16]=1. Product: [OH:3][NH:2][C:29](=[O:30])[CH:28]=[CH:27][C:23]1[CH:24]=[CH:25][CH:26]=[C:21]([S:18](=[O:20])(=[O:19])[NH:17][C:13]2[CH:14]=[CH:15][CH:16]=[C:11]([O:10][CH3:9])[CH:12]=2)[CH:22]=1. (5) Reactant: [OH:1][C:2]1[CH:10]=[CH:9][C:8]([C:11]2[N:12]([C:27]([O:29][C:30]([CH3:33])([CH3:32])[CH3:31])=[O:28])[C:13]3[C:18]([CH:19]=2)=[CH:17][C:16]([CH2:20][N:21]2[CH2:26][CH2:25][CH2:24][CH2:23][CH2:22]2)=[CH:15][CH:14]=3)=[C:7]2[C:3]=1[CH2:4][NH:5][C:6]2=[O:34].C(N(CC)CC)C.[CH3:42][C:43]1[O:47][C:46]([C:48]([F:51])([F:50])[F:49])=[C:45]([S:52](Cl)(=[O:54])=[O:53])[CH:44]=1. Product: [F:51][C:48]([F:49])([F:50])[C:46]1[O:47][C:43]([CH3:42])=[CH:44][C:45]=1[S:52]([O:1][C:2]1[CH:10]=[CH:9][C:8]([C:11]2[N:12]([C:27]([O:29][C:30]([CH3:31])([CH3:33])[CH3:32])=[O:28])[C:13]3[C:18]([CH:19]=2)=[CH:17][C:16]([CH2:20][N:21]2[CH2:26][CH2:25][CH2:24][CH2:23][CH2:22]2)=[CH:15][CH:14]=3)=[C:7]2[C:3]=1[CH2:4][NH:5][C:6]2=[O:34])(=[O:54])=[O:53]. The catalyst class is: 10.